From a dataset of Catalyst prediction with 721,799 reactions and 888 catalyst types from USPTO. Predict which catalyst facilitates the given reaction. (1) Reactant: [Br:1][C:2]1[CH:7]=[CH:6][C:5]([CH:8]([O:22]C(=O)C)[C:9](=[O:21])[NH:10][C:11]2[CH:16]=[CH:15][C:14]([C:17]([F:20])([F:19])[F:18])=[CH:13][CH:12]=2)=[CH:4][CH:3]=1. Product: [Br:1][C:2]1[CH:3]=[CH:4][C:5]([CH:8]([OH:22])[C:9]([NH:10][C:11]2[CH:16]=[CH:15][C:14]([C:17]([F:19])([F:20])[F:18])=[CH:13][CH:12]=2)=[O:21])=[CH:6][CH:7]=1. The catalyst class is: 20. (2) Reactant: [CH3:1][C:2]([CH3:12])([CH2:6][C:7]1[S:8][CH:9]=[CH:10][CH:11]=1)[C:3](O)=[O:4].C1C=CC2N(O)N=[N:19][C:17]=2C=1.C(Cl)CCl.C(N(CC)CC)C.CN. Product: [CH3:1][C:2]([CH3:12])([CH2:6][C:7]1[S:8][CH:9]=[CH:10][CH:11]=1)[C:3]([NH:19][CH3:17])=[O:4]. The catalyst class is: 4. (3) Reactant: Br[C:2]1[CH:11]=[C:10]2[C:5]([N:6]=[CH:7][C:8]([C:12]3[CH:17]=[CH:16][N:15]=[CH:14][CH:13]=3)=[N:9]2)=[CH:4][CH:3]=1.[NH2:18][C:19]1[C:24]([S:25]([N:28]([CH3:30])[CH3:29])(=[O:27])=[O:26])=[CH:23][C:22](B2OC(C)(C)C(C)(C)O2)=[CH:21][N:20]=1.C(=O)([O-])[O-].[K+].[K+]. The catalyst class is: 12. Product: [NH2:18][C:19]1[C:24]([S:25]([N:28]([CH3:30])[CH3:29])(=[O:27])=[O:26])=[CH:23][C:22]([C:2]2[CH:11]=[C:10]3[C:5](=[CH:4][CH:3]=2)[N:6]=[CH:7][C:8]([C:12]2[CH:17]=[CH:16][N:15]=[CH:14][CH:13]=2)=[N:9]3)=[CH:21][N:20]=1. (4) Reactant: [F:1][C:2]([F:29])([CH2:25][CH2:26][CH2:27][OH:28])[C:3]([F:24])([F:23])[C:4]([F:22])([F:21])[C:5]([F:20])([F:19])[C:6]([F:18])([F:17])[C:7]([F:16])([F:15])[C:8]([F:14])([F:13])[C:9]([F:12])([F:11])[F:10].C(N(CC)CC)C.[S:37](Cl)([CH3:40])(=[O:39])=[O:38]. Product: [CH3:40][S:37]([O:28][CH2:27][CH2:26][CH2:25][C:2]([F:29])([F:1])[C:3]([F:23])([F:24])[C:4]([F:21])([F:22])[C:5]([F:20])([F:19])[C:6]([F:17])([F:18])[C:7]([F:16])([F:15])[C:8]([F:14])([F:13])[C:9]([F:12])([F:11])[F:10])(=[O:39])=[O:38]. The catalyst class is: 4. (5) Reactant: [CH:1]1([NH:6][C:7]2[CH:8]=[CH:9][CH:10]=[C:11]3[C:15]=2[NH:14][C:13]([C:16]2[S:17][CH2:18][C@@H:19]([CH2:21][C:22]([OH:24])=O)[N:20]=2)=[CH:12]3)[CH2:5][CH2:4][CH2:3][CH2:2]1.O[NH:26][C:27]([CH:29]1[CH2:33][CH2:32][CH2:31][CH2:30]1)=[NH:28].O. Product: [CH:1]1([NH:6][C:7]2[CH:8]=[CH:9][CH:10]=[C:11]3[C:15]=2[NH:14][C:13]([C:16]2[S:17][CH2:18][C@@H:19]([CH2:21][C:22]4[O:24][N:28]=[C:27]([CH:29]5[CH2:33][CH2:32][CH2:31][CH2:30]5)[N:26]=4)[N:20]=2)=[CH:12]3)[CH2:5][CH2:4][CH2:3][CH2:2]1. The catalyst class is: 9. (6) Reactant: CS(O[C@H:6]1[CH2:10][CH2:9][N:8]([C:11]2[CH:16]=[C:15]([NH:17][CH:18]3[CH2:23][CH2:22][O:21][CH2:20][CH2:19]3)[N:14]3[N:24]=[C:25]([C:27]4[C:36]([CH3:37])=[N:35][C:34]5[C:29](=[CH:30][CH:31]=[CH:32][CH:33]=5)[N:28]=4)[CH:26]=[C:13]3[N:12]=2)[CH2:7]1)(=O)=O.[F-].[K+]. Product: [N:8]1([C:11]2[CH:16]=[C:15]([NH:17][CH:18]3[CH2:23][CH2:22][O:21][CH2:20][CH2:19]3)[N:14]3[N:24]=[C:25]([C:27]4[C:36]([CH3:37])=[N:35][C:34]5[C:29](=[CH:30][CH:31]=[CH:32][CH:33]=5)[N:28]=4)[CH:26]=[C:13]3[N:12]=2)[CH2:7][CH:6]=[CH:10][CH2:9]1. The catalyst class is: 10.